This data is from Merck oncology drug combination screen with 23,052 pairs across 39 cell lines. The task is: Regression. Given two drug SMILES strings and cell line genomic features, predict the synergy score measuring deviation from expected non-interaction effect. (1) Cell line: NCIH23. Drug 2: COC1CC2CCC(C)C(O)(O2)C(=O)C(=O)N2CCCCC2C(=O)OC(C(C)CC2CCC(OP(C)(C)=O)C(OC)C2)CC(=O)C(C)C=C(C)C(O)C(OC)C(=O)C(C)CC(C)C=CC=CC=C1C. Drug 1: Cn1nnc2c(C(N)=O)ncn2c1=O. Synergy scores: synergy=-0.709. (2) Cell line: OVCAR3. Drug 1: N#Cc1ccc(Cn2cncc2CN2CCN(c3cccc(Cl)c3)C(=O)C2)cc1. Synergy scores: synergy=-5.16. Drug 2: CCc1cnn2c(NCc3ccc[n+]([O-])c3)cc(N3CCCCC3CCO)nc12. (3) Drug 1: COc1cccc2c1C(=O)c1c(O)c3c(c(O)c1C2=O)CC(O)(C(=O)CO)CC3OC1CC(N)C(O)C(C)O1. Drug 2: COC1=C2CC(C)CC(OC)C(O)C(C)C=C(C)C(OC(N)=O)C(OC)C=CC=C(C)C(=O)NC(=CC1=O)C2=O. Cell line: HT144. Synergy scores: synergy=-2.50. (4) Cell line: EFM192B. Synergy scores: synergy=2.28. Drug 1: O=P1(N(CCCl)CCCl)NCCCO1. Drug 2: C#Cc1cccc(Nc2ncnc3cc(OCCOC)c(OCCOC)cc23)c1. (5) Drug 1: O=P1(N(CCCl)CCCl)NCCCO1. Drug 2: COC1CC2CCC(C)C(O)(O2)C(=O)C(=O)N2CCCCC2C(=O)OC(C(C)CC2CCC(OP(C)(C)=O)C(OC)C2)CC(=O)C(C)C=C(C)C(O)C(OC)C(=O)C(C)CC(C)C=CC=CC=C1C. Cell line: OVCAR3. Synergy scores: synergy=9.58. (6) Drug 1: NC1(c2ccc(-c3nc4ccn5c(=O)[nH]nc5c4cc3-c3ccccc3)cc2)CCC1. Drug 2: Cn1cc(-c2cnn3c(N)c(Br)c(C4CCCNC4)nc23)cn1. Cell line: NCIH1650. Synergy scores: synergy=8.26.